The task is: Predict which catalyst facilitates the given reaction.. This data is from Catalyst prediction with 721,799 reactions and 888 catalyst types from USPTO. (1) Reactant: [F:1][C:2]1([F:32])[O:6][C:5]2[CH:7]=[CH:8][C:9]([C:11]3([C:14]([NH:16][C:17]4[CH:22]=[CH:21][C:20]([CH3:23])=[C:19]([C:24]5[CH:25]=[N:26][C:27]([O:30]C)=[N:28][CH:29]=5)[N:18]=4)=[O:15])[CH2:13][CH2:12]3)=[CH:10][C:4]=2[O:3]1.[Si](I)(C)(C)C. Product: [F:32][C:2]1([F:1])[O:6][C:5]2[CH:7]=[CH:8][C:9]([C:11]3([C:14]([NH:16][C:17]4[CH:22]=[CH:21][C:20]([CH3:23])=[C:19]([C:24]5[CH:25]=[N:26][C:27]([OH:30])=[N:28][CH:29]=5)[N:18]=4)=[O:15])[CH2:12][CH2:13]3)=[CH:10][C:4]=2[O:3]1. The catalyst class is: 23. (2) Reactant: CCN=C=NCCCN(C)C.C1C=CC2N(O)N=NC=2C=1.Cl.Cl.[CH3:24][C:25]1([C:28]2[CH:29]=[C:30]([NH:40][C:41]([NH:43][C:44]3[C:53]4[C:48](=[CH:49][CH:50]=[CH:51][CH:52]=4)[C:47]([O:54][CH:55]4[CH2:60][CH2:59][NH:58][CH2:57][CH2:56]4)=[N:46][CH:45]=3)=[O:42])[N:31]([C:33]3[CH:38]=[CH:37][C:36]([CH3:39])=[CH:35][CH:34]=3)[N:32]=2)[CH2:27][CH2:26]1.[CH3:61][C:62]1([C:65](O)=[O:66])[CH2:64][CH2:63]1.CCN(C(C)C)C(C)C. Product: [CH3:61][C:62]1([C:65]([N:58]2[CH2:59][CH2:60][CH:55]([O:54][C:47]3[C:48]4[C:53](=[CH:52][CH:51]=[CH:50][CH:49]=4)[C:44]([NH:43][C:41]([NH:40][C:30]4[N:31]([C:33]5[CH:38]=[CH:37][C:36]([CH3:39])=[CH:35][CH:34]=5)[N:32]=[C:28]([C:25]5([CH3:24])[CH2:27][CH2:26]5)[CH:29]=4)=[O:42])=[CH:45][N:46]=3)[CH2:56][CH2:57]2)=[O:66])[CH2:64][CH2:63]1. The catalyst class is: 4.